Dataset: Reaction yield outcomes from USPTO patents with 853,638 reactions. Task: Predict the reaction yield, written as a fraction of the theoretical maximum amount of product (1.0 means a 100% yield; for example, 0.34 means a 34% yield). The reactants are [C@:1]12([CH3:13])[C:7]([CH3:9])([CH3:8])[CH:4]([CH2:5][CH2:6]1)[CH2:3][CH:2]2[C:10](Cl)=[O:11].[I:14][C:15]1[CH:20]=[CH:19][C:18]([CH:21]([OH:26])[C:22]([CH3:25])([CH3:24])[CH3:23])=[C:17]([N+:27]([O-:29])=[O:28])[CH:16]=1. The catalyst is CN(C1C=CN=CC=1)C.ClCCl. The product is [C@:1]12([CH3:13])[C:7]([CH3:9])([CH3:8])[CH:4]([CH2:5][CH2:6]1)[CH2:3][CH:2]2[C:10]([O:26][CH:21]([C:18]1[CH:19]=[CH:20][C:15]([I:14])=[CH:16][C:17]=1[N+:27]([O-:29])=[O:28])[C:22]([CH3:24])([CH3:25])[CH3:23])=[O:11]. The yield is 0.880.